From a dataset of Reaction yield outcomes from USPTO patents with 853,638 reactions. Predict the reaction yield, written as a fraction of the theoretical maximum amount of product (1.0 means a 100% yield; for example, 0.34 means a 34% yield). (1) The reactants are [Cl:1][C:2]1[C:3]([CH3:18])=[C:4]([C:10]2[CH:15]=[CH:14][CH:13]=[C:12]([CH:16]=[O:17])[CH:11]=2)[C:5]([CH3:9])=[CH:6][C:7]=1[OH:8].N1C=CN=C1.[C:24]([Si:28]([CH3:31])([CH3:30])Cl)([CH3:27])([CH3:26])[CH3:25].O. The catalyst is CN(C)C=O. The product is [Si:28]([O:8][C:7]1[CH:6]=[C:5]([CH3:9])[C:4]([C:10]2[CH:15]=[CH:14][CH:13]=[C:12]([CH:16]=[O:17])[CH:11]=2)=[C:3]([CH3:18])[C:2]=1[Cl:1])([C:24]([CH3:27])([CH3:26])[CH3:25])([CH3:31])[CH3:30]. The yield is 0.880. (2) The reactants are [F:1][C:2]1[CH:20]=[CH:19][C:5]([CH2:6][N:7]2[CH2:13][CH:12]3[N:14]([C:15](=[O:18])[CH2:16][OH:17])[CH:9]([CH2:10][CH2:11]3)[CH2:8]2)=[CH:4][CH:3]=1.[H-].[Na+].Cl[C:24]1[C:29]([N+:30]([O-:32])=[O:31])=[CH:28][C:27]([Cl:33])=[CH:26][N:25]=1. The catalyst is C1(C)C=CC=CC=1. The product is [Cl:33][C:27]1[CH:28]=[C:29]([N+:30]([O-:32])=[O:31])[C:24]([O:17][CH2:16][C:15]([N:14]2[CH:9]3[CH2:10][CH2:11][CH:12]2[CH2:13][N:7]([CH2:6][C:5]2[CH:4]=[CH:3][C:2]([F:1])=[CH:20][CH:19]=2)[CH2:8]3)=[O:18])=[N:25][CH:26]=1. The yield is 0.640. (3) The reactants are [Cl:1][C:2]1[C:7]([C:8]([NH:10][C:11]2[CH:12]=[C:13]3[C:19]([O:20][CH3:21])=[N:18][N:17](CC4C=CC(OC)=CC=4)[C:14]3=[N:15][CH:16]=2)=[O:9])=[C:6]([F:31])[C:5]([NH:32][S:33]([CH2:36][CH2:37][CH3:38])(=[O:35])=[O:34])=[CH:4][CH:3]=1. The catalyst is C(O)(C(F)(F)F)=O. The product is [Cl:1][C:2]1[C:7]([C:8]([NH:10][C:11]2[CH:12]=[C:13]3[C:19]([O:20][CH3:21])=[N:18][NH:17][C:14]3=[N:15][CH:16]=2)=[O:9])=[C:6]([F:31])[C:5]([NH:32][S:33]([CH2:36][CH2:37][CH3:38])(=[O:35])=[O:34])=[CH:4][CH:3]=1. The yield is 0.820. (4) The reactants are [NH3:1].[Cl:2][C:3]1[C:8]([CH:9]=[O:10])=[C:7](Cl)[N:6]=[CH:5][N:4]=1. The catalyst is C1(C)C=CC=CC=1. The product is [NH2:1][C:7]1[C:8]([CH:9]=[O:10])=[C:3]([Cl:2])[N:4]=[CH:5][N:6]=1. The yield is 0.990. (5) The reactants are Br[C:2]1[C:3]([S:8][CH2:9][C:10]([O:12]C)=[O:11])=[N:4][CH:5]=[N:6][CH:7]=1.CC1(C)C(C)(C)OB([C:22]2[C:31]3[C:26](=[CH:27][CH:28]=[CH:29][CH:30]=3)[C:25]([C:32]#[N:33])=[CH:24][CH:23]=2)O1.C(=O)([O-])[O-].[Na+].[Na+].[OH-].[Na+]. The catalyst is O1CCOCC1. The product is [C:32]([C:25]1[C:26]2[C:31](=[CH:30][CH:29]=[CH:28][CH:27]=2)[C:22]([C:2]2[C:3]([S:8][CH2:9][C:10]([OH:12])=[O:11])=[N:4][CH:5]=[N:6][CH:7]=2)=[CH:23][CH:24]=1)#[N:33]. The yield is 0.530. (6) The reactants are [F:1][C:2]1[CH:7]=[CH:6][C:5](I)=[CH:4][CH:3]=1.[O:9]=[C:10]1[CH:15]([C:16]([O:18][CH2:19][CH3:20])=[O:17])[CH2:14][CH2:13][CH2:12][NH:11]1.[C@@H]1(N)CCCC[C@H]1N.[O-]P([O-])([O-])=O.[K+].[K+].[K+]. The catalyst is [Cu]I.O1CCOCC1. The product is [F:1][C:2]1[CH:7]=[CH:6][C:5]([N:11]2[CH2:12][CH2:13][CH2:14][CH:15]([C:16]([O:18][CH2:19][CH3:20])=[O:17])[C:10]2=[O:9])=[CH:4][CH:3]=1. The yield is 0.690. (7) The reactants are O[CH2:2][C:3]1[CH:12]=[N:11][C:10]2[N:9]3[CH2:13][CH2:14][CH2:15][C@H:8]3[C:7](=[O:16])[NH:6][C:5]=2[CH:4]=1.Cl.Cl.[F:19][C:20]1[CH:25]=[CH:24][C:23]([N:26]2[CH2:31][CH2:30][NH:29][CH2:28][CH2:27]2)=[C:22]([CH3:32])[CH:21]=1.[I-].C(C[P+](C)(C)C)#N.C(N(CC)C(C)C)(C)C. The catalyst is C(#N)CC. The product is [F:19][C:20]1[CH:25]=[CH:24][C:23]([N:26]2[CH2:31][CH2:30][N:29]([CH2:2][C:3]3[CH:12]=[N:11][C:10]4[N:9]5[CH2:13][CH2:14][CH2:15][C@H:8]5[C:7](=[O:16])[NH:6][C:5]=4[CH:4]=3)[CH2:28][CH2:27]2)=[C:22]([CH3:32])[CH:21]=1. The yield is 0.567. (8) The reactants are C(Cl)C[Cl:3].[NH2:5][C:6]1[N:11]=[CH:10][C:9](/[CH:12]=[CH:13]/[C:14]([OH:16])=O)=[CH:8][CH:7]=1.[CH2:17]([O:20][C:21]1[C:29]([O:30][CH3:31])=[CH:28][CH:27]=[CH:26][C:22]=1[CH2:23]CN)[CH2:18][CH3:19].C1C=CC2N(O)N=[N:38][C:36]=2C=1.CCN(C(C)C)C(C)C.Cl. The catalyst is CN(C=O)C.O.C(Cl)Cl. The product is [ClH:3].[NH2:5][C:6]1[N:11]=[CH:10][C:9](/[CH:12]=[CH:13]/[C:14]([N:38]([CH2:23][C:22]2[CH:26]=[CH:27][CH:28]=[C:29]([O:30][CH3:31])[C:21]=2[O:20][CH2:17][CH2:18][CH3:19])[CH3:36])=[O:16])=[CH:8][CH:7]=1. The yield is 0.470. (9) The reactants are Cl[C:2]1[CH:3]=[CH:4][C:5]([C:8]2[CH:13]=[CH:12][CH:11]=[CH:10][CH:9]=2)=[N:6][CH:7]=1.[CH2:14]([Mg]Br)[CH3:15]. The catalyst is C1COCC1. The product is [CH2:14]([C:2]1[CH:3]=[CH:4][C:5]([C:8]2[CH:13]=[CH:12][CH:11]=[CH:10][CH:9]=2)=[N:6][CH:7]=1)[CH3:15]. The yield is 0.190. (10) The reactants are F[C:2]1[CH:9]=[CH:8][C:5]([CH:6]=[O:7])=[CH:4][CH:3]=1.C([O-])([O-])=O.[K+].[K+].[NH:16]1[CH:20]=[N:19][CH:18]=[N:17]1. The catalyst is CN(C=O)C.O. The product is [N:16]1([C:2]2[CH:9]=[CH:8][C:5]([CH:6]=[O:7])=[CH:4][CH:3]=2)[CH:20]=[N:19][CH:18]=[N:17]1. The yield is 0.650.